This data is from Reaction yield outcomes from USPTO patents with 853,638 reactions. The task is: Predict the reaction yield, written as a fraction of the theoretical maximum amount of product (1.0 means a 100% yield; for example, 0.34 means a 34% yield). (1) The reactants are [CH3:1][N:2]([C@H:14]([C:16]1[CH:21]=[CH:20][CH:19]=[CH:18][CH:17]=1)[CH3:15])[C:3]1[CH:4]=[C:5]([NH2:13])[C:6]2[N:7]([C:9]([CH3:12])=[N:10][N:11]=2)[N:8]=1.[C:22](Cl)(=[O:30])OC1C=CC=CC=1.[CH3:32][NH:33][CH3:34]. The catalyst is C(Cl)Cl.C1COCC1.O. The product is [CH3:32][N:33]([CH3:34])[C:22]([NH:13][C:5]1[C:6]2[N:7]([C:9]([CH3:12])=[N:10][N:11]=2)[N:8]=[C:3]([N:2]([CH3:1])[C@H:14]([C:16]2[CH:21]=[CH:20][CH:19]=[CH:18][CH:17]=2)[CH3:15])[CH:4]=1)=[O:30]. The yield is 0.167. (2) The reactants are [CH3:1][C:2]1([CH3:24])[C:6]([CH3:8])([CH3:7])[O:5][B:4]([C:9]2[CH:14]=[CH:13][CH:12]=[C:11](B3OC(C)(C)C(C)(C)O3)[CH:10]=2)[O:3]1.Br[C:26]1[CH:27]=[C:28]([C:32]2[CH:37]=[CH:36][CH:35]=[CH:34][CH:33]=2)[CH:29]=[CH:30][CH:31]=1.C([O-])([O-])=O.[Na+].[Na+].CCO. The catalyst is C1C=CC([P]([Pd]([P](C2C=CC=CC=2)(C2C=CC=CC=2)C2C=CC=CC=2)([P](C2C=CC=CC=2)(C2C=CC=CC=2)C2C=CC=CC=2)[P](C2C=CC=CC=2)(C2C=CC=CC=2)C2C=CC=CC=2)(C2C=CC=CC=2)C2C=CC=CC=2)=CC=1.C1(C)C=CC=CC=1. The product is [CH3:1][C:2]1([CH3:24])[C:6]([CH3:7])([CH3:8])[O:5][B:4]([C:9]2[CH:10]=[C:11]([C:34]3[CH:35]=[CH:36][CH:37]=[C:32]([C:28]4[CH:29]=[CH:30][CH:31]=[CH:26][CH:27]=4)[CH:33]=3)[CH:12]=[CH:13][CH:14]=2)[O:3]1. The yield is 0.430. (3) The reactants are Cl[C:2]1[C:7]([CH:8]=[O:9])=[CH:6][N:5]=[C:4]([NH:10][C:11](=[O:13])[CH3:12])[CH:3]=1.[F:14][C:15]1[CH:20]=[C:19]([N+:21]([O-:23])=[O:22])[CH:18]=[CH:17][C:16]=1B1OC(C)(C)C(C)(C)O1.C(=O)([O-])[O-].[Cs+].[Cs+]. The catalyst is O1CCOCC1.O.C1C=CC([P]([Pd]([P](C2C=CC=CC=2)(C2C=CC=CC=2)C2C=CC=CC=2)([P](C2C=CC=CC=2)(C2C=CC=CC=2)C2C=CC=CC=2)[P](C2C=CC=CC=2)(C2C=CC=CC=2)C2C=CC=CC=2)(C2C=CC=CC=2)C2C=CC=CC=2)=CC=1. The product is [F:14][C:15]1[CH:20]=[C:19]([N+:21]([O-:23])=[O:22])[CH:18]=[CH:17][C:16]=1[C:2]1[C:7]([CH:8]=[O:9])=[CH:6][N:5]=[C:4]([NH:10][C:11](=[O:13])[CH3:12])[CH:3]=1. The yield is 0.490.